Task: Predict the product of the given reaction.. Dataset: Forward reaction prediction with 1.9M reactions from USPTO patents (1976-2016) (1) Given the reactants [Cl:1][C:2]1[CH:8]=[CH:7][C:5]([NH2:6])=[CH:4][C:3]=1[C:9]1[CH:14]=[CH:13][CH:12]=[CH:11][N:10]=1.[N:15]1([CH2:20][CH2:21][S:22]([C:25]2[CH:33]=[CH:32][C:28]([C:29](O)=[O:30])=[CH:27][CH:26]=2)(=[O:24])=[O:23])[CH:19]=[CH:18][CH:17]=[N:16]1, predict the reaction product. The product is: [N:15]1([CH2:20][CH2:21][S:22]([C:25]2[CH:33]=[CH:32][C:28]([C:29]([NH:6][C:5]3[CH:7]=[CH:8][C:2]([Cl:1])=[C:3]([C:9]4[CH:14]=[CH:13][CH:12]=[CH:11][N:10]=4)[CH:4]=3)=[O:30])=[CH:27][CH:26]=2)(=[O:24])=[O:23])[CH:19]=[CH:18][CH:17]=[N:16]1. (2) Given the reactants [NH:1]1[C:9]2[C:4](=[CH:5][C:6]([C:10]([O:12][CH3:13])=[O:11])=[CH:7][CH:8]=2)[CH:3]=[CH:2]1.C([BH3-])#N.[Na+], predict the reaction product. The product is: [NH:1]1[C:9]2[C:4](=[CH:5][C:6]([C:10]([O:12][CH3:13])=[O:11])=[CH:7][CH:8]=2)[CH2:3][CH2:2]1. (3) Given the reactants C[Si](Br)(C)C.C([O:8][P:9]([CH2:14][CH2:15][NH:16][C:17](=[O:21])[C:18](C)=[CH2:19])([O:11]CC)=[O:10])C, predict the reaction product. The product is: [OH:10][P:9]([CH2:14][CH2:15][NH:16][C:17](=[O:21])[CH:18]=[CH2:19])([OH:11])=[O:8]. (4) Given the reactants [NH2:1][C:2]1[C:3]([NH:9][C@@H:10]2[CH2:14][C@H:13]([CH2:15][OH:16])[C@@H:12]([OH:17])[C@H:11]2[OH:18])=[N:4][CH:5]=[N:6][C:7]=1[Cl:8].[CH:19]([O-])([O-])[O:20][CH2:21][CH3:22].[C:25]12(CS(O)(=O)=O)C(C)(C)C(CC1)CC2=O, predict the reaction product. The product is: [Cl:8][C:7]1[N:6]=[CH:5][N:4]=[C:3]2[C:2]=1[N:1]=[CH:25][N:9]2[C@H:10]1[C@@H:11]2[O:18][CH:19]([O:20][CH2:21][CH3:22])[O:17][C@@H:12]2[C@@H:13]([CH2:15][OH:16])[CH2:14]1. (5) Given the reactants Br[C:2]1[CH:26]=[CH:25][C:5]([O:6][CH2:7][C@H:8]([OH:24])[CH2:9][NH:10][C:11]([CH3:23])([CH3:22])[CH2:12][CH:13]2[CH2:21][C:20]3[C:15](=[CH:16][CH:17]=[CH:18][CH:19]=3)[CH2:14]2)=[C:4]([F:27])[C:3]=1[F:28].C(#N)CC.CC1C(P(C2C(C)=CC=CC=2)C2C(C)=CC=CC=2)=CC=CC=1.[C:55]([O:59][CH2:60][CH3:61])(=[O:58])[CH:56]=[CH2:57], predict the reaction product. The product is: [CH2:60]([O:59][C:55](=[O:58])/[CH:56]=[CH:57]/[C:2]1[CH:26]=[CH:25][C:5]([O:6][CH2:7][C@H:8]([OH:24])[CH2:9][NH:10][C:11]([CH3:23])([CH3:22])[CH2:12][CH:13]2[CH2:21][C:20]3[C:15](=[CH:16][CH:17]=[CH:18][CH:19]=3)[CH2:14]2)=[C:4]([F:27])[C:3]=1[F:28])[CH3:61]. (6) Given the reactants [N+:1]([C:4]1[CH:5]=[C:6]([CH:10]=[C:11]([C:13]([F:16])([F:15])[F:14])[CH:12]=1)[C:7]([OH:9])=O)([O-:3])=[O:2].C(Cl)(=O)C(Cl)=O.[CH:23]([N:26]1[CH2:31][CH2:30][NH:29][CH2:28][CH2:27]1)([CH3:25])[CH3:24], predict the reaction product. The product is: [N+:1]([C:4]1[CH:5]=[C:6]([C:7]([N:29]2[CH2:30][CH2:31][N:26]([CH:23]([CH3:25])[CH3:24])[CH2:27][CH2:28]2)=[O:9])[CH:10]=[C:11]([C:13]([F:16])([F:15])[F:14])[CH:12]=1)([O-:3])=[O:2].